This data is from NCI-60 drug combinations with 297,098 pairs across 59 cell lines. The task is: Regression. Given two drug SMILES strings and cell line genomic features, predict the synergy score measuring deviation from expected non-interaction effect. (1) Drug 1: CC1=C2C(C(=O)C3(C(CC4C(C3C(C(C2(C)C)(CC1OC(=O)C(C(C5=CC=CC=C5)NC(=O)OC(C)(C)C)O)O)OC(=O)C6=CC=CC=C6)(CO4)OC(=O)C)O)C)O. Drug 2: CC1=C(C(=O)C2=C(C1=O)N3CC4C(C3(C2COC(=O)N)OC)N4)N. Cell line: SK-MEL-5. Synergy scores: CSS=70.3, Synergy_ZIP=-4.32, Synergy_Bliss=-4.16, Synergy_Loewe=-0.465, Synergy_HSA=2.20. (2) Drug 1: CC=C1C(=O)NC(C(=O)OC2CC(=O)NC(C(=O)NC(CSSCCC=C2)C(=O)N1)C(C)C)C(C)C. Drug 2: CCCCC(=O)OCC(=O)C1(CC(C2=C(C1)C(=C3C(=C2O)C(=O)C4=C(C3=O)C=CC=C4OC)O)OC5CC(C(C(O5)C)O)NC(=O)C(F)(F)F)O. Cell line: SF-295. Synergy scores: CSS=68.6, Synergy_ZIP=-4.52, Synergy_Bliss=-4.46, Synergy_Loewe=-3.29, Synergy_HSA=-2.65. (3) Drug 1: CC1=C(C(CCC1)(C)C)C=CC(=CC=CC(=CC(=O)O)C)C. Drug 2: CC12CCC3C(C1CCC2OP(=O)(O)O)CCC4=C3C=CC(=C4)OC(=O)N(CCCl)CCCl.[Na+]. Cell line: SNB-19. Synergy scores: CSS=10.9, Synergy_ZIP=0.655, Synergy_Bliss=4.22, Synergy_Loewe=0.735, Synergy_HSA=0.984. (4) Drug 1: CC1=C(C(=O)C2=C(C1=O)N3CC4C(C3(C2COC(=O)N)OC)N4)N. Drug 2: N.N.Cl[Pt+2]Cl. Cell line: NCIH23. Synergy scores: CSS=68.3, Synergy_ZIP=-1.26, Synergy_Bliss=-1.10, Synergy_Loewe=2.73, Synergy_HSA=5.88. (5) Drug 1: C1=NC2=C(N=C(N=C2N1C3C(C(C(O3)CO)O)F)Cl)N. Drug 2: CC1=C2C(C(=O)C3(C(CC4C(C3C(C(C2(C)C)(CC1OC(=O)C(C(C5=CC=CC=C5)NC(=O)OC(C)(C)C)O)O)OC(=O)C6=CC=CC=C6)(CO4)OC(=O)C)O)C)O. Cell line: LOX IMVI. Synergy scores: CSS=-1.97, Synergy_ZIP=1.08, Synergy_Bliss=0.846, Synergy_Loewe=-4.62, Synergy_HSA=-3.86.